This data is from Catalyst prediction with 721,799 reactions and 888 catalyst types from USPTO. The task is: Predict which catalyst facilitates the given reaction. (1) Reactant: [BH4-].[Na+].[CH3:3][O:4][C:5]1[CH:6]=[C:7]([CH:11]=[CH:12][C:13]=1[N+:14]([O-:16])=[O:15])[C:8](O)=[O:9]. Product: [CH3:3][O:4][C:5]1[CH:6]=[C:7]([CH2:8][OH:9])[CH:11]=[CH:12][C:13]=1[N+:14]([O-:16])=[O:15]. The catalyst class is: 30. (2) Reactant: [Br:1][C:2]1[CH:3]=[C:4]([CH2:8][C:9]([NH:12]C(=O)CCl)([CH3:11])[CH3:10])[CH:5]=[CH:6][CH:7]=1.NC(N)=S.C(O)(=O)C. Product: [Br:1][C:2]1[CH:3]=[C:4]([CH2:8][C:9]([NH2:12])([CH3:10])[CH3:11])[CH:5]=[CH:6][CH:7]=1. The catalyst class is: 8. (3) Reactant: [NH:1]([C:8]([NH:10][C:11]1[CH:12]=[CH:13][C:14]([O:21][CH:22]([C:29]2[CH:34]=[CH:33][CH:32]=[CH:31][CH:30]=2)[C:23]2[CH:28]=[CH:27][CH:26]=[CH:25][CH:24]=2)=[C:15]([CH:20]=1)[C:16]([O:18]C)=[O:17])=[O:9])[C:2]1[CH:7]=[CH:6][CH:5]=[CH:4][CH:3]=1.[OH-].[Na+].CO. Product: [NH:1]([C:8]([NH:10][C:11]1[CH:12]=[CH:13][C:14]([O:21][CH:22]([C:29]2[CH:34]=[CH:33][CH:32]=[CH:31][CH:30]=2)[C:23]2[CH:24]=[CH:25][CH:26]=[CH:27][CH:28]=2)=[C:15]([CH:20]=1)[C:16]([OH:18])=[O:17])=[O:9])[C:2]1[CH:7]=[CH:6][CH:5]=[CH:4][CH:3]=1. The catalyst class is: 6. (4) Reactant: [CH3:1][C:2]1[CH:3]=[C:4]([NH2:21])[C:5]([NH:8][CH2:9][C:10]2[CH:20]=[CH:19][C:13]3[N:14]=[C:15]([S:17][CH3:18])[S:16][C:12]=3[CH:11]=2)=[CH:6][CH:7]=1.[CH:22](OCC)(OCC)OCC. Product: [CH3:1][C:2]1[CH:7]=[CH:6][C:5]2[N:8]([CH2:9][C:10]3[CH:20]=[CH:19][C:13]4[N:14]=[C:15]([S:17][CH3:18])[S:16][C:12]=4[CH:11]=3)[CH:22]=[N:21][C:4]=2[CH:3]=1. The catalyst class is: 106.